Task: Predict which catalyst facilitates the given reaction.. Dataset: Catalyst prediction with 721,799 reactions and 888 catalyst types from USPTO Reactant: [Li]CCCC.I[C:7]1[CH:8]=[N:9][N:10]2[C:15]([N:16]([CH3:23])[C:17]3[CH:22]=[CH:21][CH:20]=[CH:19][CH:18]=3)=[N:14][CH:13]=[N:12][C:11]=12.[CH:24]([C:26]1[CH:35]=[CH:34][C:29]([C:30]([O:32][CH3:33])=[O:31])=[CH:28][CH:27]=1)=[O:25]. Product: [OH:25][CH:24]([C:7]1[CH:8]=[N:9][N:10]2[C:15]([N:16]([CH3:23])[C:17]3[CH:22]=[CH:21][CH:20]=[CH:19][CH:18]=3)=[N:14][CH:13]=[N:12][C:11]=12)[C:26]1[CH:27]=[CH:28][C:29]([C:30]([O:32][CH3:33])=[O:31])=[CH:34][CH:35]=1. The catalyst class is: 323.